From a dataset of Full USPTO retrosynthesis dataset with 1.9M reactions from patents (1976-2016). Predict the reactants needed to synthesize the given product. (1) Given the product [C:34]([O:38][C:39]([NH:40][NH:41][C:31]([C:30]1[C:24]2[CH:23]=[C:22]([C:6]3[C:5]([Cl:4])=[CH:10][N:9]=[C:8]([NH:11][CH2:12][CH2:13][CH2:14][N:15]4[CH2:20][CH2:19][N:18]([CH3:21])[CH2:17][CH2:16]4)[N:7]=3)[S:26][C:25]=2[CH:27]=[CH:28][CH:29]=1)=[O:32])=[O:42])([CH3:37])([CH3:36])[CH3:35], predict the reactants needed to synthesize it. The reactants are: Cl.Cl.Cl.[Cl:4][C:5]1[C:6]([C:22]2[S:26][C:25]3[CH:27]=[CH:28][CH:29]=[C:30]([C:31](O)=[O:32])[C:24]=3[CH:23]=2)=[N:7][C:8]([NH:11][CH2:12][CH2:13][CH2:14][N:15]2[CH2:20][CH2:19][N:18]([CH3:21])[CH2:17][CH2:16]2)=[N:9][CH:10]=1.[C:34]([O:38][C:39](=[O:42])[NH:40][NH2:41])([CH3:37])([CH3:36])[CH3:35].C(N(C(C)C)CC)(C)C.F[P-](F)(F)(F)(F)F.N1(O[P+](N(C)C)(N(C)C)N(C)C)C2C=CC=CC=2N=N1.[Cl-].[Li+]. (2) Given the product [NH2:8][C@H:9]1[CH2:14][CH2:13][CH2:12][CH2:11][C@H:10]1[NH:15][C:16]1[CH:17]=[C:18]([NH:25][C:26]2[CH:31]=[CH:30][CH:29]=[C:28]([CH2:32][CH3:33])[N:27]=2)[C:19]([C:22]#[N:23])=[N:20][CH:21]=1, predict the reactants needed to synthesize it. The reactants are: OC(C(F)(F)F)=O.[NH2:8][C@H:9]1[CH2:14][CH2:13][CH2:12][CH2:11][C@H:10]1[NH:15][C:16]1[CH:17]=[C:18](Br)[C:19]([C:22]#[N:23])=[N:20][CH:21]=1.[NH2:25][C:26]1[CH:31]=[CH:30][CH:29]=[C:28]([CH2:32][CH3:33])[N:27]=1.CC1(C)C2C(=C(P(C3C=CC=CC=3)C3C=CC=CC=3)C=CC=2)OC2C(P(C3C=CC=CC=3)C3C=CC=CC=3)=CC=CC1=2.C(=O)([O-])[O-].[Cs+].[Cs+]. (3) Given the product [CH2:1]1[CH2:14][O:13][C:8]23[O:9][CH2:10][CH2:11][O:12][C:3]2([C@:4]2([CH2:27][CH2:26][C@H:25]4[C@@H:15]([C:16](=[O:42])[CH2:17][CH:18]5[C@:23]4([CH3:24])[CH2:22][CH2:21][CH2:20][CH2:19]5)[C@@H:6]2[CH2:7]3)[CH3:5])[O:2]1, predict the reactants needed to synthesize it. The reactants are: [CH2:1]1[CH2:14][O:13][C:8]23[O:9][CH2:10][CH2:11][O:12][C:3]2([C@:4]2([CH2:27][CH2:26][C@H:25]4[C@@H:15]([C:16](=C(F)F)[CH2:17][CH:18]5[C@:23]4([CH3:24])[CH2:22][CH2:21][CH2:20][CH2:19]5)[C@@H:6]2[CH2:7]3)[CH3:5])[O:2]1.C1CCCCC1.C(Cl)Cl.CC(C)=[O:42]. (4) Given the product [Br:48][C:49]1[C:50]([C:56]([NH:46][C:43]2[CH:42]=[CH:41][C:40]([C:39]([O:38][C:34]([CH3:37])([CH3:35])[CH3:36])=[O:47])=[CH:45][CH:44]=2)=[O:57])=[N:51][CH:52]=[C:53]([F:55])[CH:54]=1, predict the reactants needed to synthesize it. The reactants are: C(N(CC)C(C)C)(C)C.CN(C(ON1N=NC2C=CC=NC1=2)=[N+](C)C)C.F[P-](F)(F)(F)(F)F.[C:34]([O:38][C:39](=[O:47])[C:40]1[CH:45]=[CH:44][C:43]([NH2:46])=[CH:42][CH:41]=1)([CH3:37])([CH3:36])[CH3:35].[Br:48][C:49]1[C:50]([C:56](O)=[O:57])=[N:51][CH:52]=[C:53]([F:55])[CH:54]=1. (5) Given the product [CH:1]1([CH2:4][N:5]([CH2:15][CH2:16][CH3:17])[C:6]2[N:11]=[CH:10][N:9]=[C:8]([C:12]([NH:41][C:40]3[CH:42]=[CH:43][CH:44]=[C:38]([N:34]4[CH:35]=[CH:36][N:37]=[C:33]4[CH3:32])[CH:39]=3)=[O:14])[CH:7]=2)[CH2:2][CH2:3]1, predict the reactants needed to synthesize it. The reactants are: [CH:1]1([CH2:4][N:5]([CH2:15][CH2:16][CH3:17])[C:6]2[N:11]=[CH:10][N:9]=[C:8]([C:12]([OH:14])=O)[CH:7]=2)[CH2:3][CH2:2]1.C(N(C(C)C)CC)(C)C.ClC(OC)=O.[CH3:32][C:33]1[N:34]([C:38]2[CH:39]=[C:40]([CH:42]=[CH:43][CH:44]=2)[NH2:41])[CH:35]=[CH:36][N:37]=1. (6) Given the product [C:36]1([CH3:46])[CH:37]=[CH:38][C:39]([S:42]([OH:45])(=[O:43])=[O:44])=[CH:40][CH:41]=1.[F:34][C:2]([F:1])([F:33])[C:3]1[CH:4]=[CH:5][C:6](/[CH:9]=[CH:10]/[C:11]2[O:12][CH:13]=[C:14]([CH2:16][O:17][C:18]3[CH:23]=[CH:22][C:21]([CH2:24][CH2:25][CH2:26][CH2:27][N:28]4[CH:32]=[CH:31][N:30]=[N:29]4)=[CH:20][CH:19]=3)[N:15]=2)=[CH:7][CH:8]=1, predict the reactants needed to synthesize it. The reactants are: [F:1][C:2]([F:34])([F:33])[C:3]1[CH:8]=[CH:7][C:6](/[CH:9]=[CH:10]/[C:11]2[O:12][CH:13]=[C:14]([CH2:16][O:17][C:18]3[CH:23]=[CH:22][C:21]([CH2:24][CH2:25][CH2:26][CH2:27][N:28]4[CH:32]=[CH:31][N:30]=[N:29]4)=[CH:20][CH:19]=3)[N:15]=2)=[CH:5][CH:4]=1.O.[C:36]1([CH3:46])[CH:41]=[CH:40][C:39]([S:42]([OH:45])(=[O:44])=[O:43])=[CH:38][CH:37]=1. (7) Given the product [OH:1][C@@H:2]1[CH2:7][CH2:6][N:5]([C:8]([O:10][CH2:11][C:12]2[CH:13]=[CH:14][CH:15]=[CH:16][CH:17]=2)=[O:9])[CH2:4][C@H:3]1[NH:18][C:19]([C:21]1[S:22][CH:23]=[CH:24][N:25]=1)=[O:20], predict the reactants needed to synthesize it. The reactants are: [O:1]=[C:2]1[CH2:7][CH2:6][N:5]([C:8]([O:10][CH2:11][C:12]2[CH:17]=[CH:16][CH:15]=[CH:14][CH:13]=2)=[O:9])[CH2:4][CH:3]1[NH:18][C:19]([C:21]1[S:22][CH:23]=[CH:24][N:25]=1)=[O:20].[BH4-].[Na+].O. (8) Given the product [Cl:18][C:13]1[CH:12]=[C:11]([O:10][C:7]2[CH:8]=[CH:9][C:4]([NH2:1])=[CH:5][CH:6]=2)[CH:16]=[C:15]([F:17])[CH:14]=1, predict the reactants needed to synthesize it. The reactants are: [N+:1]([C:4]1[CH:9]=[CH:8][C:7]([O:10][C:11]2[CH:16]=[C:15]([F:17])[CH:14]=[C:13]([Cl:18])[CH:12]=2)=[CH:6][CH:5]=1)([O-])=O.[Cl-].[NH4+]. (9) Given the product [CH3:7][C:8]1[C:12]([CH3:13])=[C:33]([CH3:27])[CH:34]([CH3:36])[C:9]=1[C:10]1[CH:25]=[CH:17][CH:21]=[C:20]2[C:1]=1[NH:2][CH2:24][CH2:18][CH2:19]2, predict the reactants needed to synthesize it. The reactants are: [C:1](=O)([O-])[NH2:2].[Li+].O1[CH2:10][CH2:9][CH2:8][CH2:7]1.[Li][C:12](C)(C)[CH3:13].C[C:17]1([CH3:25])[CH2:21][CH2:20][C:19](=O)[C:18]1([CH3:24])C.Cl.[C:27](=O)([O-])[O-].[Na+].[Na+].[CH3:33][C:34]([CH3:36])=O. (10) Given the product [NH2:28][CH:9]([CH2:10][N:11]1[CH2:12][CH:13]2[CH2:19][CH:17]([CH2:16][N:15]([C:20]([N:22]3[CH2:27][CH2:26][CH2:25][CH2:24][CH2:23]3)=[O:21])[CH2:14]2)[CH2:18]1)[CH2:8][O:7][C:6]1[CH:36]=[CH:37][C:3]([C:1]#[N:2])=[CH:4][CH:5]=1, predict the reactants needed to synthesize it. The reactants are: [C:1]([C:3]1[CH:37]=[CH:36][C:6]([O:7][CH2:8][CH:9]([NH:28]C(=O)OC(C)(C)C)[CH2:10][N:11]2[CH2:18][CH:17]3[CH2:19][CH:13]([CH2:14][N:15]([C:20]([N:22]4[CH2:27][CH2:26][CH2:25][CH2:24][CH2:23]4)=[O:21])[CH2:16]3)[CH2:12]2)=[CH:5][CH:4]=1)#[N:2].Cl.